This data is from NCI-60 drug combinations with 297,098 pairs across 59 cell lines. The task is: Regression. Given two drug SMILES strings and cell line genomic features, predict the synergy score measuring deviation from expected non-interaction effect. (1) Drug 1: CC1=C(C=C(C=C1)C(=O)NC2=CC(=CC(=C2)C(F)(F)F)N3C=C(N=C3)C)NC4=NC=CC(=N4)C5=CN=CC=C5. Drug 2: C1CCC(C(C1)N)N.C(=O)(C(=O)[O-])[O-].[Pt+4]. Cell line: A549. Synergy scores: CSS=11.4, Synergy_ZIP=-0.319, Synergy_Bliss=-1.88, Synergy_Loewe=-16.9, Synergy_HSA=-1.49. (2) Drug 1: CC=C1C(=O)NC(C(=O)OC2CC(=O)NC(C(=O)NC(CSSCCC=C2)C(=O)N1)C(C)C)C(C)C. Drug 2: C1CCC(C(C1)N)N.C(=O)(C(=O)[O-])[O-].[Pt+4]. Cell line: CAKI-1. Synergy scores: CSS=49.8, Synergy_ZIP=-1.21, Synergy_Bliss=-1.84, Synergy_Loewe=-14.8, Synergy_HSA=-0.371. (3) Drug 1: CC1C(C(CC(O1)OC2CC(CC3=C2C(=C4C(=C3O)C(=O)C5=C(C4=O)C(=CC=C5)OC)O)(C(=O)CO)O)N)O.Cl. Drug 2: CN(C)N=NC1=C(NC=N1)C(=O)N. Cell line: PC-3. Synergy scores: CSS=10.4, Synergy_ZIP=-2.42, Synergy_Bliss=0.729, Synergy_Loewe=-4.17, Synergy_HSA=-2.68. (4) Synergy scores: CSS=13.0, Synergy_ZIP=-0.262, Synergy_Bliss=4.89, Synergy_Loewe=-3.62, Synergy_HSA=2.67. Cell line: NCI-H322M. Drug 2: C1=NC2=C(N=C(N=C2N1C3C(C(C(O3)CO)O)O)F)N. Drug 1: C1=CN(C(=O)N=C1N)C2C(C(C(O2)CO)O)O.Cl. (5) Drug 1: COC1=C2C(=CC3=C1OC=C3)C=CC(=O)O2. Drug 2: C(CCl)NC(=O)N(CCCl)N=O. Cell line: BT-549. Synergy scores: CSS=2.72, Synergy_ZIP=-1.10, Synergy_Bliss=-1.59, Synergy_Loewe=-5.35, Synergy_HSA=-2.47. (6) Drug 2: CC(C)CN1C=NC2=C1C3=CC=CC=C3N=C2N. Synergy scores: CSS=61.8, Synergy_ZIP=0.606, Synergy_Bliss=1.54, Synergy_Loewe=-25.6, Synergy_HSA=1.35. Cell line: DU-145. Drug 1: C1=CC(=C2C(=C1NCCNCCO)C(=O)C3=C(C=CC(=C3C2=O)O)O)NCCNCCO. (7) Drug 1: C1=CC(=CC=C1CCC2=CNC3=C2C(=O)NC(=N3)N)C(=O)NC(CCC(=O)O)C(=O)O. Drug 2: CC=C1C(=O)NC(C(=O)OC2CC(=O)NC(C(=O)NC(CSSCCC=C2)C(=O)N1)C(C)C)C(C)C. Cell line: HOP-92. Synergy scores: CSS=12.2, Synergy_ZIP=-1.89, Synergy_Bliss=-3.53, Synergy_Loewe=-14.6, Synergy_HSA=-2.09.